Dataset: NCI-60 drug combinations with 297,098 pairs across 59 cell lines. Task: Regression. Given two drug SMILES strings and cell line genomic features, predict the synergy score measuring deviation from expected non-interaction effect. (1) Drug 1: CCC1=C2CN3C(=CC4=C(C3=O)COC(=O)C4(CC)O)C2=NC5=C1C=C(C=C5)O. Drug 2: C1=NNC2=C1C(=O)NC=N2. Cell line: TK-10. Synergy scores: CSS=13.5, Synergy_ZIP=-3.53, Synergy_Bliss=3.41, Synergy_Loewe=-12.2, Synergy_HSA=1.09. (2) Drug 1: CC12CCC3C(C1CCC2=O)CC(=C)C4=CC(=O)C=CC34C. Drug 2: CC1=C(C=C(C=C1)NC(=O)C2=CC=C(C=C2)CN3CCN(CC3)C)NC4=NC=CC(=N4)C5=CN=CC=C5. Cell line: HCT116. Synergy scores: CSS=41.8, Synergy_ZIP=0.965, Synergy_Bliss=1.28, Synergy_Loewe=-2.78, Synergy_HSA=-0.0418. (3) Drug 1: C1CC(=O)NC(=O)C1N2CC3=C(C2=O)C=CC=C3N. Drug 2: C1=CC(=CC=C1CC(C(=O)O)N)N(CCCl)CCCl.Cl. Cell line: UO-31. Synergy scores: CSS=11.5, Synergy_ZIP=-0.815, Synergy_Bliss=5.04, Synergy_Loewe=1.96, Synergy_HSA=4.12. (4) Drug 1: CC(C1=C(C=CC(=C1Cl)F)Cl)OC2=C(N=CC(=C2)C3=CN(N=C3)C4CCNCC4)N. Drug 2: B(C(CC(C)C)NC(=O)C(CC1=CC=CC=C1)NC(=O)C2=NC=CN=C2)(O)O. Cell line: BT-549. Synergy scores: CSS=4.09, Synergy_ZIP=2.49, Synergy_Bliss=5.10, Synergy_Loewe=-7.04, Synergy_HSA=0.921.